This data is from Reaction yield outcomes from USPTO patents with 853,638 reactions. The task is: Predict the reaction yield, written as a fraction of the theoretical maximum amount of product (1.0 means a 100% yield; for example, 0.34 means a 34% yield). (1) The reactants are [NH2:1][N:2]1[CH2:6][C@@H:5]([C:7]2[CH:12]=[CH:11][C:10]([O:13][CH3:14])=[CH:9][CH:8]=2)[N:4]([CH2:15][CH2:16][C:17]2[CH:22]=[CH:21][C:20]([O:23][CH3:24])=[CH:19][CH:18]=2)[C:3]1=[O:25].N1C=CC=CC=1.[CH3:32][S:33](Cl)(=[O:35])=[O:34]. The catalyst is ClCCl. The product is [CH3:32][S:33]([NH:1][N:2]1[CH2:6][C@@H:5]([C:7]2[CH:8]=[CH:9][C:10]([O:13][CH3:14])=[CH:11][CH:12]=2)[N:4]([CH2:15][CH2:16][C:17]2[CH:18]=[CH:19][C:20]([O:23][CH3:24])=[CH:21][CH:22]=2)[C:3]1=[O:25])(=[O:35])=[O:34]. The yield is 0.750. (2) The reactants are [F:1][C:2]1[CH:3]=[C:4]([NH2:24])[CH:5]=[CH:6][C:7]=1[O:8][C:9]1[CH:14]=[CH:13][N:12]=[C:11]2[CH:15]=[C:16]([C:18]3[N:19]([CH3:23])[CH:20]=[CH:21][N:22]=3)[S:17][C:10]=12.[F:25][C:26]1[CH:31]=[CH:30][CH:29]=[CH:28][C:27]=1[CH2:32][C:33]([N:35]=[C:36]=[S:37])=[O:34].[ClH:38]. The catalyst is C1COCC1.CO. The product is [ClH:38].[ClH:38].[F:1][C:2]1[CH:3]=[C:4]([NH:24][C:36]([NH:35][C:33](=[O:34])[CH2:32][C:27]2[CH:28]=[CH:29][CH:30]=[CH:31][C:26]=2[F:25])=[S:37])[CH:5]=[CH:6][C:7]=1[O:8][C:9]1[CH:14]=[CH:13][N:12]=[C:11]2[CH:15]=[C:16]([C:18]3[N:19]([CH3:23])[CH:20]=[CH:21][N:22]=3)[S:17][C:10]=12. The yield is 0.450. (3) The reactants are [I:1]I.CN(C)C(N(C)C)=N.[CH2:11]([O:13][C:14]([N:16]1[C:25]2[C:20](=[CH:21][C:22]([C:26]([F:29])([F:28])[F:27])=[CH:23][CH:24]=2)[C:19](=NN)[CH2:18][C@H:17]1[CH2:32][CH3:33])=[O:15])[CH3:12]. The catalyst is O1CCCC1. The product is [CH2:11]([O:13][C:14]([N:16]1[C:25]2[C:20](=[CH:21][C:22]([C:26]([F:29])([F:28])[F:27])=[CH:23][CH:24]=2)[C:19]([I:1])=[CH:18][C@H:17]1[CH2:32][CH3:33])=[O:15])[CH3:12]. The yield is 0.720. (4) The reactants are [NH:1]1[CH2:7][CH2:6][CH2:5][NH:4][CH2:3][CH2:2]1.Cl.[CH:9]1[C:18]2[CH:17]=[CH:16][CH:15]=[C:14]([S:19](Cl)(=[O:21])=[O:20])[C:13]=2[CH:12]=[CH:11][N:10]=1. The catalyst is O1CCCC1. The product is [CH:16]1[CH:17]=[C:18]2[C:13](=[C:14]([S:19]([N:1]3[CH2:2][CH2:3][NH:4][CH2:5][CH2:6][CH2:7]3)(=[O:21])=[O:20])[CH:15]=1)[CH:12]=[CH:11][N:10]=[CH:9]2. The yield is 0.410. (5) The reactants are [Cl:1][C:2]1[CH:3]=[C:4]([N:10]([C:15]2[C:34]([CH:35]3[CH2:37][CH2:36]3)=[CH:33][C:18]3[C:19]([C:29]([NH:31][CH3:32])=[O:30])=[C:20]([C:22]4[CH:27]=[CH:26][C:25]([F:28])=[CH:24][CH:23]=4)[O:21][C:17]=3[CH:16]=2)[S:11]([CH3:14])(=[O:13])=[O:12])[CH:5]=[CH:6][C:7]=1[CH:8]=C.C1C[O:41]CC1.O.I([O-])(=O)(=O)=O.[Na+]. The catalyst is CCOC(C)=O.[Os](=O)(=O)(=O)=O. The product is [Cl:1][C:2]1[CH:3]=[C:4]([N:10]([C:15]2[C:34]([CH:35]3[CH2:37][CH2:36]3)=[CH:33][C:18]3[C:19]([C:29]([NH:31][CH3:32])=[O:30])=[C:20]([C:22]4[CH:23]=[CH:24][C:25]([F:28])=[CH:26][CH:27]=4)[O:21][C:17]=3[CH:16]=2)[S:11]([CH3:14])(=[O:13])=[O:12])[CH:5]=[CH:6][C:7]=1[CH:8]=[O:41]. The yield is 0.500. (6) The reactants are [NH2:1][C:2]1[C:11]2[CH:10]=[CH:9][C:8]([F:12])=[C:7](Br)[C:6]=2[N:5]=[C:4]2[CH2:14][N:15]([CH:18]3[CH2:21][CH2:20][CH2:19]3)[C:16](=[O:17])[C:3]=12.[CH3:22][O:23][C:24]1[N:29]=[C:28]([CH3:30])[C:27](B2OC(C)(C)C(C)(C)O2)=[CH:26][CH:25]=1. No catalyst specified. The product is [NH2:1][C:2]1[C:11]2[CH:10]=[CH:9][C:8]([F:12])=[C:7]([C:27]3[C:28]([CH3:30])=[N:29][C:24]([O:23][CH3:22])=[CH:25][CH:26]=3)[C:6]=2[N:5]=[C:4]2[CH2:14][N:15]([CH:18]3[CH2:21][CH2:20][CH2:19]3)[C:16](=[O:17])[C:3]=12. The yield is 0.162. (7) The reactants are Br[CH2:2][C:3]([C:5]1[CH:10]=[CH:9][C:8]([Br:11])=[CH:7][CH:6]=1)=[O:4].[S-:12][C:13]#[N:14].[K+].O. The catalyst is C(O)C. The product is [Br:11][C:8]1[CH:9]=[CH:10][C:5]([C:3](=[O:4])[CH2:2][S:12][C:13]#[N:14])=[CH:6][CH:7]=1. The yield is 0.980. (8) The product is [I:22][C:6]1[CH:5]=[CH:4][C:3]([O:2][CH3:1])=[C:11]2[C:7]=1[C:8]1[CH:15]=[C:14]([CH3:16])[CH:13]=[N:12][C:9]=1[NH:10]2. The reactants are [CH3:1][O:2][C:3]1[CH:4]=[CH:5][CH:6]=[C:7]2[C:11]=1[NH:10][C:9]1[N:12]=[CH:13][C:14]([CH3:16])=[CH:15][C:8]2=1.CS(O)(=O)=O.[I:22]N1C(=O)CCC1=O.S([O-])([O-])=O.[Na+].[Na+].[OH-].[Na+]. The catalyst is C(#N)C.O.CO. The yield is 0.991. (9) The reactants are [Br:1][C:2]1[CH:7]=[CH:6][C:5]([CH:8]2[CH2:12][CH2:11][CH2:10][NH:9]2)=[CH:4][CH:3]=1.[CH3:13][C:14]1[NH:15][C:16]2[C:21]([C:22]=1[CH2:23][CH:24]=O)=[CH:20][CH:19]=[CH:18][CH:17]=2.C(N(CC)CC)C.C([BH3-])#N.[Na+].[OH-].[Na+]. The catalyst is ClCCl.[Ti](Cl)(Cl)(Cl)Cl. The product is [Br:1][C:2]1[CH:3]=[CH:4][C:5]([CH:8]2[CH2:12][CH2:11][CH2:10][N:9]2[CH2:24][CH2:23][C:22]2[C:21]3[C:16](=[CH:17][CH:18]=[CH:19][CH:20]=3)[NH:15][C:14]=2[CH3:13])=[CH:6][CH:7]=1. The yield is 0.990. (10) The reactants are [CH2:1]([O:19][CH:20]([CH2:23][O:24][CH2:25][CH2:26][CH2:27][CH2:28][CH2:29][CH2:30][CH2:31][CH2:32]/[CH:33]=[CH:34]\[CH2:35]/[CH:36]=[CH:37]\[CH2:38][CH2:39][CH2:40][CH2:41][CH3:42])[CH2:21][OH:22])[CH2:2][CH2:3][CH2:4][CH2:5][CH2:6][CH2:7][CH2:8]/[CH:9]=[CH:10]\[CH2:11]/[CH:12]=[CH:13]\[CH2:14][CH2:15][CH2:16][CH2:17][CH3:18].C1C=C[NH+]=CC=1.[O-][Cr](Cl)(=O)=O.C(=O)([O-])[O-].[Na+].[Na+]. The catalyst is ClCCl. The product is [CH2:1]([O:19][CH:20]([CH2:23][O:24][CH2:25][CH2:26][CH2:27][CH2:28][CH2:29][CH2:30][CH2:31][CH2:32]/[CH:33]=[CH:34]\[CH2:35]/[CH:36]=[CH:37]\[CH2:38][CH2:39][CH2:40][CH2:41][CH3:42])[CH:21]=[O:22])[CH2:2][CH2:3][CH2:4][CH2:5][CH2:6][CH2:7][CH2:8]/[CH:9]=[CH:10]\[CH2:11]/[CH:12]=[CH:13]\[CH2:14][CH2:15][CH2:16][CH2:17][CH3:18]. The yield is 0.390.